From a dataset of Full USPTO retrosynthesis dataset with 1.9M reactions from patents (1976-2016). Predict the reactants needed to synthesize the given product. Given the product [F:1][C:2]([F:12])([F:13])[C:3]1[CH:4]=[C:5]([CH2:9][CH2:10][NH2:11])[CH:6]=[CH:7][CH:8]=1, predict the reactants needed to synthesize it. The reactants are: [F:1][C:2]([F:13])([F:12])[C:3]1[CH:4]=[C:5]([CH2:9][C:10]#[N:11])[CH:6]=[CH:7][CH:8]=1.